From a dataset of Reaction yield outcomes from USPTO patents with 853,638 reactions. Predict the reaction yield, written as a fraction of the theoretical maximum amount of product (1.0 means a 100% yield; for example, 0.34 means a 34% yield). (1) The reactants are [CH:1]([Si:4]([C:11]#[C:12][C:13]1[C:18]([NH2:19])=[CH:17][CH:16]=[CH:15][C:14]=1[NH2:20])([CH:8]([CH3:10])[CH3:9])[CH:5]([CH3:7])[CH3:6])([CH3:3])[CH3:2].[Cl:21]N1C(=O)CCC1=O. The catalyst is C1COCC1.CCOC(C)=O. The product is [Cl:21][C:17]1[CH:16]=[CH:15][C:14]([NH2:20])=[C:13]([C:12]#[C:11][Si:4]([CH:5]([CH3:6])[CH3:7])([CH:8]([CH3:10])[CH3:9])[CH:1]([CH3:2])[CH3:3])[C:18]=1[NH2:19]. The yield is 0.640. (2) The reactants are [Na].[Br:2][C:3]1[C:4]([Cl:14])=[C:5]([OH:13])[C:6]([S:9]([CH3:12])(=[O:11])=[O:10])=[CH:7][CH:8]=1.S(=O)(=O)(O)O. No catalyst specified. The product is [Br:2][C:3]1[C:4]([Cl:14])=[C:5]([OH:13])[C:6]([S:9]([CH3:12])(=[O:11])=[O:10])=[CH:7][CH:8]=1. The yield is 0.949. (3) The reactants are [CH3:1][C:2]1[CH:7]=[CH:6][C:5]([S:8]([C:11]2[CH:12]=[N:13][C:14]3[C:19]([C:20]=2[N:21]2[CH2:26][CH2:25][CH:24]([CH3:27])[CH2:23][CH2:22]2)=[CH:18][CH:17]=[CH:16][CH:15]=3)(=[O:10])=[O:9])=[CH:4][CH:3]=1.[ClH:28]. The catalyst is C(OCC)(=O)C. The product is [ClH:28].[CH3:1][C:2]1[CH:3]=[CH:4][C:5]([S:8]([C:11]2[CH:12]=[N:13][C:14]3[C:19]([C:20]=2[N:21]2[CH2:26][CH2:25][CH:24]([CH3:27])[CH2:23][CH2:22]2)=[CH:18][CH:17]=[CH:16][CH:15]=3)(=[O:9])=[O:10])=[CH:6][CH:7]=1. The yield is 1.00. (4) The reactants are N(C(OCC)=O)=NC(OCC)=O.[F:13][C:14]([F:33])([F:32])[O:15][C:16]1[CH:21]=[CH:20][C:19]([S:22]([N:25]2[CH2:30][CH2:29][CH:28]([OH:31])[CH2:27][CH2:26]2)(=[O:24])=[O:23])=[CH:18][CH:17]=1.O[N:35]1[C:43](=[O:44])[C:42]2[C:37](=[CH:38][CH:39]=[CH:40][CH:41]=2)[C:36]1=[O:45].C1(P(C2C=CC=CC=2)C2C=CC=CC=2)C=CC=CC=1. The catalyst is O1CCCC1. The product is [F:33][C:14]([F:13])([F:32])[O:15][C:16]1[CH:17]=[CH:18][C:19]([S:22]([N:25]2[CH2:26][CH2:27][CH:28]([O:31][N:35]3[C:43](=[O:44])[C:42]4[C:37](=[CH:38][CH:39]=[CH:40][CH:41]=4)[C:36]3=[O:45])[CH2:29][CH2:30]2)(=[O:23])=[O:24])=[CH:20][CH:21]=1. The yield is 0.800. (5) The reactants are [CH3:1][CH:2]1[CH2:7][CH:6]([CH3:8])[CH2:5][N:4]([S:9]([C:12]2[CH:25]=[CH:24][C:23]3[N:22]([CH3:26])[C:21]4[C:16](=[CH:17][C:18]([S:27]([N:30]5[CH2:35][CH:34]([CH3:36])[CH2:33][CH:32]([CH3:37])[CH2:31]5)(=[O:29])=[O:28])=[CH:19][CH:20]=4)[C:15](=S)[C:14]=3[CH:13]=2)(=[O:11])=[O:10])[CH2:3]1.[CH3:39][N:40]([CH2:42][CH2:43][CH2:44][NH2:45])[CH3:41]. The catalyst is N1C=CC=CC=1. The product is [CH3:36][CH:34]1[CH2:33][CH:32]([CH3:37])[CH2:31][N:30]([S:27]([C:18]2[CH:19]=[CH:20][C:21]3[N:22]([CH3:26])[C:23]4[C:14](=[CH:13][C:12]([S:9]([N:4]5[CH2:3][CH:2]([CH3:1])[CH2:7][CH:6]([CH3:8])[CH2:5]5)(=[O:11])=[O:10])=[CH:25][CH:24]=4)[C:15](=[N:45][CH2:44][CH2:43][CH2:42][N:40]([CH3:41])[CH3:39])[C:16]=3[CH:17]=2)(=[O:28])=[O:29])[CH2:35]1. The yield is 0.850. (6) The reactants are [OH:1][CH2:2][C:3]1([C:7]([O:9][CH2:10][CH3:11])=[O:8])[CH2:6][CH2:5][CH2:4]1.[F:12][C:13]([F:21])(S(F)(=O)=O)C(O)=O. The catalyst is C(#N)C.[Cu]I. The product is [F:12][CH:13]([F:21])[O:1][CH2:2][C:3]1([C:7]([O:9][CH2:10][CH3:11])=[O:8])[CH2:6][CH2:5][CH2:4]1. The yield is 0.760. (7) The reactants are [Cl:1][C:2]1[CH:3]=[CH:4][C:5]([CH3:11])=[C:6]([CH:10]=1)[C:7](O)=[O:8].S(Cl)([Cl:14])=O. No catalyst specified. The product is [Cl:1][C:2]1[CH:3]=[CH:4][C:5]([CH3:11])=[C:6]([CH:10]=1)[C:7]([Cl:14])=[O:8]. The yield is 0.780.